From a dataset of Experimentally validated miRNA-target interactions with 360,000+ pairs, plus equal number of negative samples. Binary Classification. Given a miRNA mature sequence and a target amino acid sequence, predict their likelihood of interaction. (1) The miRNA is hsa-miR-3074-5p with sequence GUUCCUGCUGAACUGAGCCAG. The protein sequence of the target gene is MASLDRVKVLVLGDSGVGKSSLVHLLCQNQVLGNPSWTVGCSVDVRVHDYKEGTPEEKTYYIELWDVGGSVGSASSVKSTRAVFYNSVNGIIFVHDLTNKKSSQNLRRWSLEALNRDLVPTGVLVTNGDYDQEQFADNQIPLLVIGTKLDQIHETKRHEVLTRTAFLAEDFNPEEINLDCTNPRYLAAGSSNAVKLSRFFDKVIEKRYFLREGNQIPGFPDRKRFGAGTLKSLHYD. Result: 0 (no interaction). (2) The miRNA is rno-miR-672-5p with sequence UGAGGUUGGUGUACUGUGUGUGA. The protein sequence of the target gene is MRLLPRLLLLFLLAFPAAVLLRGGPGGSLALAQDPTEDEEIVEDSIIEDEDDEAEVEEDEPTDLAEDKEEEDVSSEPEASPSADTTILFVKGEDFPANNIVKFLVGFTNKGTEDFIVESLDASFRYPQDYQFYIQNFTALPLNTVVPPQRQATFEYSFIPAEPMGGRPFGLVINLNYKDLNGNVFQDAVFNQTVTVIEREDGLDGETIFMYMFLAGLGLLVVVGLHQLLESRKRKRPIQKVEMGTSSQNDVDMSWIPQETLNQINKASPRRQPRKRAQKRSVGSDE. Result: 0 (no interaction).